This data is from Full USPTO retrosynthesis dataset with 1.9M reactions from patents (1976-2016). The task is: Predict the reactants needed to synthesize the given product. (1) Given the product [CH2:12]([C:2]1[C:7]([O:8][CH2:9][O:10][CH3:11])=[CH:6][CH:5]=[CH:4][N:3]=1)[CH3:13], predict the reactants needed to synthesize it. The reactants are: Cl[C:2]1[C:7]([O:8][CH2:9][O:10][CH3:11])=[CH:6][CH:5]=[CH:4][N:3]=1.[CH2:12](OB(OCC)OCC)[CH3:13].C([O-])([O-])=O.[K+].[K+]. (2) Given the product [CH3:11][O:12][CH2:13][CH2:14][CH:3]1[C:4]2[C:9](=[CH:8][CH:7]=[CH:6][CH:5]=2)[NH:1][C:2]1=[O:10], predict the reactants needed to synthesize it. The reactants are: [NH:1]1[C:9]2[C:4](=[CH:5][CH:6]=[CH:7][CH:8]=2)[CH2:3][C:2]1=[O:10].[CH3:11][O:12][CH2:13][CH2:14]O. (3) Given the product [N:17]1([C:15]([C:11]2[CH:10]=[C:9]([CH:14]=[CH:13][CH:12]=2)[CH2:8][NH:7][CH2:23][CH2:24][NH:25][C:26]2[CH:31]=[CH:30][CH:29]=[CH:28][C:27]=2[NH:32][S:33]([CH3:36])(=[O:35])=[O:34])=[O:16])[CH2:22][CH2:21][CH2:20][CH2:19][CH2:18]1, predict the reactants needed to synthesize it. The reactants are: C(OC(=O)[N:7]([CH2:23][CH2:24][NH:25][C:26]1[CH:31]=[CH:30][CH:29]=[CH:28][C:27]=1[NH:32][S:33]([CH3:36])(=[O:35])=[O:34])[CH2:8][C:9]1[CH:14]=[CH:13][CH:12]=[C:11]([C:15]([N:17]2[CH2:22][CH2:21][CH2:20][CH2:19][CH2:18]2)=[O:16])[CH:10]=1)(C)(C)C.C(OC(=O)N(CCNC1C=CC=CC=1N)CC1C=CC=C(C(N2CCCCC2)=O)C=1)(C)(C)C.CCN(CC)CC.CS(Cl)(=O)=O.[NH4+].[Cl-]. (4) The reactants are: [Cl:1][C:2]1[CH:7]=[CH:6][C:5]([OH:8])=[CH:4][N:3]=1.[CH3:9][N:10]1[CH2:15][CH2:14][N:13]([C:16]2[CH:17]=[C:18](B(O)O)[CH:19]=[CH:20][CH:21]=2)[CH2:12][CH2:11]1.C(N(CC)CC)C. Given the product [Cl:1][C:2]1[N:3]=[CH:4][C:5]([O:8][C:20]2[CH:21]=[C:16]([N:13]3[CH2:14][CH2:15][N:10]([CH3:9])[CH2:11][CH2:12]3)[CH:17]=[CH:18][CH:19]=2)=[CH:6][CH:7]=1, predict the reactants needed to synthesize it. (5) Given the product [CH3:37][C:23]1[N:22]=[C:21]([C:19]2[CH:18]=[CH:17][N:16]=[C:15]([C:11]3[CH:10]=[C:9]([S:6]([NH2:5])(=[O:7])=[O:8])[CH:14]=[CH:13][CH:12]=3)[N:20]=2)[CH:26]=[C:25]([C:27]2[CH:32]=[CH:31][C:30]([C:33]([F:35])([F:34])[F:36])=[CH:29][CH:28]=2)[CH:24]=1, predict the reactants needed to synthesize it. The reactants are: C([NH:5][S:6]([C:9]1[CH:14]=[CH:13][CH:12]=[C:11]([C:15]2[N:20]=[C:19]([C:21]3[CH:26]=[C:25]([C:27]4[CH:32]=[CH:31][C:30]([C:33]([F:36])([F:35])[F:34])=[CH:29][CH:28]=4)[CH:24]=[C:23]([CH3:37])[N:22]=3)[CH:18]=[CH:17][N:16]=2)[CH:10]=1)(=[O:8])=[O:7])(C)(C)C.C(O)(C(F)(F)F)=O. (6) Given the product [Cl:11][C:8]1[C:9]2[S:10][C:2]([C:20]3[CH2:25][CH2:24][N:23]([C:26]([O:28][C:29]([CH3:32])([CH3:31])[CH3:30])=[O:27])[CH2:22][CH:21]=3)=[CH:3][C:4]=2[N:5]=[CH:6][N:7]=1, predict the reactants needed to synthesize it. The reactants are: Br[C:2]1[S:10][C:9]2[C:8]([Cl:11])=[N:7][CH:6]=[N:5][C:4]=2[CH:3]=1.CC1(C)C(C)(C)OB([C:20]2[CH2:21][CH2:22][N:23]([C:26]([O:28][C:29]([CH3:32])([CH3:31])[CH3:30])=[O:27])[CH2:24][CH:25]=2)O1.C(=O)([O-])[O-].[K+].[K+]. (7) Given the product [O:10]=[C:3]1[N:4]2[CH:9]=[CH:8][CH:7]=[CH:6][C:5]2=[N:1][N:2]1[CH2:12][CH2:13][C:14]([O:16][CH3:17])=[O:15], predict the reactants needed to synthesize it. The reactants are: [N:1]1[NH:2][C:3](=[O:10])[N:4]2[CH:9]=[CH:8][CH:7]=[CH:6][C:5]=12.Cl[CH2:12][CH2:13][C:14]([O:16][CH3:17])=[O:15].C(=O)([O-])[O-].[Cs+].[Cs+]. (8) Given the product [OH:13][C:5]1[C:6]([C:7]#[N:8])=[CH:9][N:10]=[CH:11][CH:4]=1, predict the reactants needed to synthesize it. The reactants are: CN(C)C=[CH:4][C:5](=[O:13])[C:6](=[CH:9][N:10](C)[CH3:11])[C:7]#[N:8].C([O-])(=O)C.[NH4+].